This data is from Experimentally validated miRNA-target interactions with 360,000+ pairs, plus equal number of negative samples. The task is: Binary Classification. Given a miRNA mature sequence and a target amino acid sequence, predict their likelihood of interaction. (1) The miRNA is mmu-miR-670-5p with sequence AUCCCUGAGUGUAUGUGGUGAA. The protein sequence of the target gene is MKMKLFQTICRQLRSSKFSVESAALVAFSTSSYSCGRKKKVNPYEEVDQEKYSNLVQSVLSSRGVAQTPGSVEEDALLCGPVSKHKLPNQGEDRRVPQNWFPIFNPERSDKPNASDPSVPLKIPLQRNVIPSVTRVLQQTMTKQQVFLLERWKQRMILELGEDGFKEYTSNVFLQGKRFHEALESILSPQETLKERDENLLKSGYIESVQHILKDVSGVRALESAVQHETLNYIGLLDCVAEYQGKLCVIDWKTSEKPKPFIQSTFDNPLQVVAYMGAMNHDTNYSFQVQCGLIVVAYKD.... Result: 0 (no interaction). (2) The miRNA is mmu-miR-466a-5p with sequence UAUGUGUGUGUACAUGUACAUA. The protein sequence of the target gene is MPGIDKLPIEETLEDSPQTRSLLGVFEEDATAISNYMNQLYQAMHRIYDAQNELSAATHLTSKLLKEYEKQRFPLGGDDEVMSSTLQQFSKVIDELSSCHAVLSTQLADAMMFPISQFKERDLKEILTLKEVFQIASNDHDAAINRYSRLSKKRENDKVKYEVTEDVYTSRKKQHQTMMHYFCALNTLQYKKKIALLEPLLGYMQAQISFFKMGSENLNGQLEEFLANIGTSVQNVRREMDGDVETMQQTIEDLEVASDPLYLPDPDPTKFPINRNLTRKAGYLNARNKTGLVSSTWDRQ.... Result: 1 (interaction).